Dataset: Forward reaction prediction with 1.9M reactions from USPTO patents (1976-2016). Task: Predict the product of the given reaction. (1) The product is: [Cl:1][C:2]1[C:3]([N:8]2[C:12]([C:13]([O:15][CH2:16][CH3:17])=[O:14])=[CH:11][C:10]([OH:18])=[N:9]2)=[N:4][CH:5]=[CH:6][CH:7]=1. Given the reactants [Cl:1][C:2]1[C:3]([N:8]2[CH:12]([C:13]([O:15][CH2:16][CH3:17])=[O:14])[CH2:11][C:10](=[O:18])[NH:9]2)=[N:4][CH:5]=[CH:6][CH:7]=1.S(=O)(=O)(O)O.S(OOS([O-])(=O)=O)([O-])(=O)=O.[K+].[K+], predict the reaction product. (2) Given the reactants [NH2:1][C:2]1[CH:23]=[CH:22][C:5]([O:6][C:7]2[CH:16]=[CH:15][N:14]=[C:13]3[C:8]=2[C:9]2[CH2:21][CH2:20][CH2:19][CH2:18][C:10]=2[C:11](=[O:17])[NH:12]3)=[CH:4][CH:3]=1.[F:24][C:25]1[CH:30]=[CH:29][C:28]([N:31]2[CH:36]=[CH:35][CH:34]=[C:33]([C:37](O)=[O:38])[C:32]2=[O:40])=[CH:27][CH:26]=1.CCN(C(C)C)C(C)C.C1N(P(Cl)(N2C(=O)OCC2)=O)C(=O)OC1, predict the reaction product. The product is: [O:17]=[C:11]1[C:10]2[CH2:18][CH2:19][CH2:20][CH2:21][C:9]=2[C:8]2[C:13](=[N:14][CH:15]=[CH:16][C:7]=2[O:6][C:5]2[CH:22]=[CH:23][C:2]([NH:1][C:37]([C:33]3[C:32](=[O:40])[N:31]([C:28]4[CH:27]=[CH:26][C:25]([F:24])=[CH:30][CH:29]=4)[CH:36]=[CH:35][CH:34]=3)=[O:38])=[CH:3][CH:4]=2)[NH:12]1. (3) Given the reactants Cl.O1CCOCC1.C(OC([NH:15][C@@H:16]1[CH2:21][CH2:20][CH2:19][N:18]([C:22]2[N:23]([CH2:40][C:41]3[CH:46]=[CH:45][CH:44]=[CH:43][C:42]=3[Cl:47])[C:24]3[C:29](=[O:30])[N:28]([CH3:31])[C:27]4=[C:32]([C:35]([O:37][CH3:38])=[O:36])[S:33][CH:34]=[C:26]4[C:25]=3[N:39]=2)[CH2:17]1)=O)(C)(C)C, predict the reaction product. The product is: [ClH:47].[NH2:15][C@@H:16]1[CH2:21][CH2:20][CH2:19][N:18]([C:22]2[N:23]([CH2:40][C:41]3[CH:46]=[CH:45][CH:44]=[CH:43][C:42]=3[Cl:47])[C:24]3[C:29](=[O:30])[N:28]([CH3:31])[C:27]4=[C:32]([C:35]([O:37][CH3:38])=[O:36])[S:33][CH:34]=[C:26]4[C:25]=3[N:39]=2)[CH2:17]1. (4) Given the reactants [NH:1]1[CH2:4][CH:3]([CH2:5][N:6]([C@@H:13]2[CH2:15][C@H:14]2[C:16]2[CH:21]=[CH:20][CH:19]=[CH:18][CH:17]=2)[C:7](=[O:12])[C:8]([F:11])([F:10])[F:9])[CH2:2]1.[C:22]([CH:24]=[C:25]1[CH2:28][N:27]([C:29]([O:31][C:32]([CH3:35])([CH3:34])[CH3:33])=[O:30])[CH2:26]1)#[N:23].C1CCN2C(=NCCC2)CC1, predict the reaction product. The product is: [C:22]([CH2:24][C:25]1([N:1]2[CH2:2][CH:3]([CH2:5][N:6]([C@@H:13]3[CH2:15][C@H:14]3[C:16]3[CH:21]=[CH:20][CH:19]=[CH:18][CH:17]=3)[C:7](=[O:12])[C:8]([F:11])([F:10])[F:9])[CH2:4]2)[CH2:28][N:27]([C:29]([O:31][C:32]([CH3:35])([CH3:34])[CH3:33])=[O:30])[CH2:26]1)#[N:23]. (5) Given the reactants BrBr.[OH-:3].[Na+].[Br:5][C:6]1[CH:11]=[C:10]([O:12][CH3:13])[CH:9]=[CH:8][C:7]=1[C:14](=[O:16])C, predict the reaction product. The product is: [Br:5][C:6]1[CH:11]=[C:10]([O:12][CH3:13])[CH:9]=[CH:8][C:7]=1[C:14]([OH:16])=[O:3]. (6) Given the reactants Br[C:2]1[CH:3]=[CH:4][C:5]2[C:11]3[N:12]=[C:13]([N:15]4[C:19]([CH3:21])([CH3:20])[C:18](=[O:22])[NH:17][C:16]4=[O:23])[S:14][C:10]=3[CH2:9][CH2:8][O:7][C:6]=2[CH:24]=1.[CH3:25][C:26]([OH:43])([CH3:42])[CH2:27][N:28]1[CH:32]=[C:31](B2OC(C)(C)C(C)(C)O2)[CH:30]=[N:29]1, predict the reaction product. The product is: [OH:43][C:26]([CH3:42])([CH3:25])[CH2:27][N:28]1[CH:32]=[C:31]([C:2]2[CH:3]=[CH:4][C:5]3[C:11]4[N:12]=[C:13]([N:15]5[C:19]([CH3:21])([CH3:20])[C:18](=[O:22])[NH:17][C:16]5=[O:23])[S:14][C:10]=4[CH2:9][CH2:8][O:7][C:6]=3[CH:24]=2)[CH:30]=[N:29]1. (7) Given the reactants S(=O)(=O)(O)O.[I:6][C:7]1[CH:8]=[C:9]2[C:13](=[CH:14][CH:15]=1)[N:12]([CH2:16][CH2:17][CH2:18][CH2:19][CH2:20][CH3:21])[C:11](=[O:22])C2=O.CO.CO[CH:28]([O:31][CH3:32])[O:29][CH3:30], predict the reaction product. The product is: [I:6][C:7]1[CH:15]=[C:14]2[C:13](=[CH:9][CH:8]=1)[N:12]([CH2:16][CH2:17][CH2:18][CH2:19][CH2:20][CH3:21])[C:11](=[O:22])[C:28]2([O:29][CH3:30])[O:31][CH3:32]. (8) Given the reactants Cl.[Cl:2]C1C=C(C(C2(O)CCN(C)CC2)CN2CCNCC2)C=CC=1Cl.[CH2:26]([NH:33][C:34](=O)[CH:35]([C:43]1[CH:48]=[CH:47][C:46]([Cl:49])=[C:45]([Cl:50])[CH:44]=1)[C:36]1([OH:42])[CH2:41][CH2:40][CH2:39][CH2:38][CH2:37]1)[C:27]1[CH:32]=[CH:31][CH:30]=[CH:29][CH:28]=1, predict the reaction product. The product is: [ClH:2].[CH2:26]([NH:33][CH2:34][CH:35]([C:36]1([OH:42])[CH2:37][CH2:38][CH2:39][CH2:40][CH2:41]1)[C:43]1[CH:48]=[CH:47][C:46]([Cl:49])=[C:45]([Cl:50])[CH:44]=1)[C:27]1[CH:32]=[CH:31][CH:30]=[CH:29][CH:28]=1. (9) Given the reactants [NH2:1][C:2]1[N:7]=[CH:6][N:5]=[C:4]2[N:8]([CH:12]3[CH2:17][CH2:16][CH2:15][N:14]([C:18]([O:20][C:21]([CH3:24])([CH3:23])[CH3:22])=[O:19])[CH2:13]3)[N:9]=[C:10](I)[C:3]=12.[F:25][C:26]1[CH:41]=[CH:40][CH:39]=[CH:38][C:27]=1[O:28][C:29]1[CH:34]=[CH:33][C:32](B(O)O)=[CH:31][CH:30]=1.C(=O)([O-])[O-].[Na+].[Na+], predict the reaction product. The product is: [NH2:1][C:2]1[N:7]=[CH:6][N:5]=[C:4]2[N:8]([CH:12]3[CH2:17][CH2:16][CH2:15][N:14]([C:18]([O:20][C:21]([CH3:24])([CH3:23])[CH3:22])=[O:19])[CH2:13]3)[N:9]=[C:10]([C:32]3[CH:31]=[CH:30][C:29]([O:28][C:27]4[CH:38]=[CH:39][CH:40]=[CH:41][C:26]=4[F:25])=[CH:34][CH:33]=3)[C:3]=12.